This data is from Forward reaction prediction with 1.9M reactions from USPTO patents (1976-2016). The task is: Predict the product of the given reaction. (1) Given the reactants [OH-].[Na+].[CH3:3][N:4]1[C:8]([C:9]2[CH:14]=[CH:13][N:12]=[C:11]([NH:15][C:16]3[CH:21]=[CH:20][C:19]([NH:22]C(=O)C)=[CH:18][CH:17]=3)[N:10]=2)=[CH:7][N:6]=[C:5]1[CH3:26], predict the reaction product. The product is: [CH3:3][N:4]1[C:8]([C:9]2[CH:14]=[CH:13][N:12]=[C:11]([NH:15][C:16]3[CH:21]=[CH:20][C:19]([NH2:22])=[CH:18][CH:17]=3)[N:10]=2)=[CH:7][N:6]=[C:5]1[CH3:26]. (2) Given the reactants [C:1]([C:3]1[CH:4]=[CH:5][C:6]([O:31][CH3:32])=[C:7]([S:9]([NH:12][CH2:13][CH2:14][C:15]2[CH:27]=[CH:26][C:25]([CH:28]([CH3:30])[CH3:29])=[CH:24][C:16]=2[O:17][CH2:18][C:19]([O:21][CH2:22][CH3:23])=[O:20])(=[O:11])=[O:10])[CH:8]=1)#[N:2].Cl.Cl[CH2:35][C:36]1[N:37]=[C:38]([CH3:41])[S:39][CH:40]=1.C(=O)([O-])[O-].[K+].[K+].C(=O)(O)[O-].[Na+], predict the reaction product. The product is: [C:1]([C:3]1[CH:4]=[CH:5][C:6]([O:31][CH3:32])=[C:7]([S:9]([N:12]([CH2:35][C:36]2[N:37]=[C:38]([CH3:41])[S:39][CH:40]=2)[CH2:13][CH2:14][C:15]2[CH:27]=[CH:26][C:25]([CH:28]([CH3:29])[CH3:30])=[CH:24][C:16]=2[O:17][CH2:18][C:19]([O:21][CH2:22][CH3:23])=[O:20])(=[O:10])=[O:11])[CH:8]=1)#[N:2]. (3) The product is: [Cl:16][C:9]1[CH:10]=[C:11]([Cl:15])[C:12]2[C:7](=[CH:6][C:5]([OH:4])=[CH:14][CH:13]=2)[C:8]=1[NH:17][C:18]([NH:20][C:21]1[CH:26]=[CH:25][C:24]([CH2:27][CH2:28][CH3:29])=[CH:23][CH:22]=1)=[O:19]. Given the reactants C([O:4][C:5]1[CH:14]=[CH:13][C:12]2[C:7](=[C:8]([NH:17][C:18]([NH:20][C:21]3[CH:26]=[CH:25][C:24]([CH2:27][CH2:28][CH3:29])=[CH:23][CH:22]=3)=[O:19])[C:9]([Cl:16])=[CH:10][C:11]=2[Cl:15])[CH:6]=1)(=O)C.C(=O)([O-])[O-].[K+].[K+], predict the reaction product. (4) Given the reactants [OH-:1].[K+].[Cl:3][C:4]1[C:9]([O:10][CH3:11])=[CH:8][C:7]([O:12][CH3:13])=[C:6]([Cl:14])[C:5]=1[C:15]1[C:24]2[N:23]=[C:22]([N:25]([CH2:27][CH2:28][N:29]([CH3:31])[CH3:30])[CH3:26])[CH:21]=[N:20][C:19]=2[C:18]([C:32]#N)=[CH:17][CH:16]=1.[OH2:34], predict the reaction product. The product is: [Cl:3][C:4]1[C:9]([O:10][CH3:11])=[CH:8][C:7]([O:12][CH3:13])=[C:6]([Cl:14])[C:5]=1[C:15]1[C:24]2[N:23]=[C:22]([N:25]([CH2:27][CH2:28][N:29]([CH3:31])[CH3:30])[CH3:26])[CH:21]=[N:20][C:19]=2[C:18]([C:32]([OH:34])=[O:1])=[CH:17][CH:16]=1. (5) Given the reactants [C:1]([C:4]1[CH:9]=[CH:8][CH:7]=[C:6]([C:10]([CH3:12])=[CH2:11])[CH:5]=1)([CH3:3])=[CH2:2].[ClH:13].[Cl-:14].[Na+].O, predict the reaction product. The product is: [Cl:13][C:10]([C:6]1[CH:7]=[CH:8][CH:9]=[C:4]([C:1]([Cl:14])([CH3:3])[CH3:2])[CH:5]=1)([CH3:12])[CH3:11]. (6) Given the reactants [Cl:1][C:2]1[CH:3]=[C:4]([C@@H:8]2[C@@H:13]([C:14]3[CH:19]=[CH:18][C:17]([Cl:20])=[CH:16][CH:15]=3)[N:12]([C@@H:21]([CH2:30][CH3:31])[CH2:22][N:23]3[CH2:27][CH2:26][CH2:25][S:24]3(=[O:29])=[O:28])[C:11](=[O:32])[CH2:10][CH2:9]2)[CH:5]=[CH:6][CH:7]=1.C([Li])(CC)C.I[CH2:39][C:40]1[CH:45]=[CH:44][CH:43]=[C:42]([O:46][CH3:47])[N:41]=1.C(=O)(O)[O-].[Na+], predict the reaction product. The product is: [Cl:1][C:2]1[CH:3]=[C:4]([C@@H:8]2[C@@H:13]([C:14]3[CH:15]=[CH:16][C:17]([Cl:20])=[CH:18][CH:19]=3)[N:12]([C@@H:21]([CH2:30][CH3:31])[CH2:22][N:23]3[CH2:27][CH2:26][CH2:25][S:24]3(=[O:29])=[O:28])[C:11](=[O:32])[C@H:10]([CH2:39][C:40]3[CH:45]=[CH:44][CH:43]=[C:42]([O:46][CH3:47])[N:41]=3)[CH2:9]2)[CH:5]=[CH:6][CH:7]=1. (7) Given the reactants C([C:8]1[CH:24]=[CH:23][C:11]2[S:12][C:13]([C:16]3[CH:21]=[CH:20][N:19]=[C:18]([NH2:22])[N:17]=3)=[C:14]([CH3:15])[C:10]=2[CH:9]=1)C1C=CC=CC=1.[Br-].[CH3:26][O:27][C:28]1[CH:35]=[CH:34][C:33]([O:36][CH3:37])=[CH:32][C:29]=1[CH2:30][Zn+].[Br-].C([Zn+])C1C=CC=CC=1, predict the reaction product. The product is: [CH3:26][O:27][C:28]1[CH:35]=[CH:34][C:33]([O:36][CH3:37])=[CH:32][C:29]=1[CH2:30][C:8]1[CH:24]=[CH:23][C:11]2[S:12][C:13]([C:16]3[CH:21]=[CH:20][N:19]=[C:18]([NH2:22])[N:17]=3)=[C:14]([CH3:15])[C:10]=2[CH:9]=1. (8) Given the reactants [Cl:1][C:2]1[N:7]=[CH:6][N:5]=[C:4]([NH:8][C:9]2[CH:10]=[C:11]([CH2:15]S(N)(=O)=O)[CH:12]=[CH:13][CH:14]=2)[N:3]=1.ClC1N=C(Cl)N=CN=1.NC1C=C(C[CH2:36][S:37]([NH2:40])(=[O:39])=[O:38])C=CC=1, predict the reaction product. The product is: [Cl:1][C:2]1[N:7]=[CH:6][N:5]=[C:4]([NH:8][C:9]2[CH:10]=[C:11]([CH2:15][CH2:36][S:37]([NH2:40])(=[O:39])=[O:38])[CH:12]=[CH:13][CH:14]=2)[N:3]=1. (9) Given the reactants [CH2:1]([O:3][C:4]([C:6]1[CH:7]=[N:8][C:9]2[C:14]([C:15]=1Cl)=[CH:13][CH:12]=[CH:11][C:10]=2[N+:17]([O-])=O)=[O:5])[CH3:2].[CH3:20][O:21][C:22]1[CH:23]=[C:24]([CH:27]=[C:28]([O:30][CH3:31])[CH:29]=1)[CH2:25][NH2:26], predict the reaction product. The product is: [CH2:1]([O:3][C:4]([C:6]1[CH:7]=[N:8][C:9]2[C:14]([C:15]=1[NH:26][CH2:25][C:24]1[CH:27]=[C:28]([O:30][CH3:31])[CH:29]=[C:22]([O:21][CH3:20])[CH:23]=1)=[CH:13][CH:12]=[CH:11][C:10]=2[NH2:17])=[O:5])[CH3:2]. (10) Given the reactants C[O:2][C:3]1[CH:8]=[CH:7][C:6]([C:9]2[CH:10]=[C:11]3[C:16](=[CH:17][CH:18]=2)[CH:15]=[C:14]([OH:19])[CH:13]=[CH:12]3)=[C:5]([CH3:20])[CH:4]=1.B(Br)(Br)Br, predict the reaction product. The product is: [OH:2][C:3]1[CH:8]=[CH:7][C:6]([C:9]2[CH:10]=[C:11]3[C:16](=[CH:17][CH:18]=2)[CH:15]=[C:14]([OH:19])[CH:13]=[CH:12]3)=[C:5]([CH3:20])[CH:4]=1.